From a dataset of Full USPTO retrosynthesis dataset with 1.9M reactions from patents (1976-2016). Predict the reactants needed to synthesize the given product. (1) The reactants are: [F:1][C:2]([F:7])([F:6])[C:3]([OH:5])=[O:4].[F:8][C:9]([F:14])([F:13])[C:10]([OH:12])=[O:11].FC(F)(F)C(O)=O.[Cl:22][C:23]1[CH:24]=[N:25][C:26]2[NH:27][C:28]3[CH:29]=[N:30][CH:31]=[C:32]([CH:53]=3)[CH2:33][CH2:34][C:35]3[CH:43]=[C:39]([NH:40][C:41]=1[N:42]=2)[CH:38]=[CH:37][C:36]=3[NH:44][C:45](=[O:52])[CH2:46][C@@H:47]1[CH2:51][CH2:50][NH:49][CH2:48]1.[CH3:54][C:55]1[O:59][N:58]=[CH:57][C:56]=1[C:60](Cl)=[O:61]. Given the product [F:1][C:2]([F:7])([F:6])[C:3]([OH:5])=[O:4].[F:8][C:9]([F:14])([F:13])[C:10]([OH:12])=[O:11].[Cl:22][C:23]1[CH:24]=[N:25][C:26]2[NH:27][C:28]3[CH:29]=[N:30][CH:31]=[C:32]([CH:53]=3)[CH2:33][CH2:34][C:35]3[CH:43]=[C:39]([NH:40][C:41]=1[N:42]=2)[CH:38]=[CH:37][C:36]=3[NH:44][C:45](=[O:52])[CH2:46][C@@H:47]1[CH2:51][CH2:50][N:49]([C:60]([C:56]2[CH:57]=[N:58][O:59][C:55]=2[CH3:54])=[O:61])[CH2:48]1, predict the reactants needed to synthesize it. (2) Given the product [CH2:23]([S:20]([N:17]1[CH2:18][CH2:19][CH:14]([C:5]2[C:4]3[C:8](=[C:9]([C:11]([NH2:13])=[O:12])[CH:10]=[C:2]([C:28]4[CH:29]=[CH:30][N:25]=[CH:26][CH:27]=4)[CH:3]=3)[NH:7][CH:6]=2)[CH2:15][CH2:16]1)(=[O:22])=[O:21])[CH3:24], predict the reactants needed to synthesize it. The reactants are: Br[C:2]1[CH:3]=[C:4]2[C:8](=[C:9]([C:11]([NH2:13])=[O:12])[CH:10]=1)[NH:7][CH:6]=[C:5]2[CH:14]1[CH2:19][CH2:18][N:17]([S:20]([CH2:23][CH3:24])(=[O:22])=[O:21])[CH2:16][CH2:15]1.[N:25]1[CH:30]=[CH:29][C:28](B(O)O)=[CH:27][CH:26]=1.C(=O)([O-])[O-].[K+].[K+].